Dataset: Full USPTO retrosynthesis dataset with 1.9M reactions from patents (1976-2016). Task: Predict the reactants needed to synthesize the given product. (1) Given the product [Cl:24][C:21]1[CH:20]=[CH:19][C:18]([CH:17]([C:25]2[N:15]([CH2:13][CH3:14])[C:6]3[CH:7]=[C:2]([C:38]4[CH:39]=[N:35][NH:36][CH:37]=4)[C:3]([F:12])=[CH:4][C:5]=3[N:9]=2)[NH2:16])=[CH:23][CH:22]=1, predict the reactants needed to synthesize it. The reactants are: Br[C:2]1[CH:7]=[C:6](F)[C:5]([N+:9]([O-])=O)=[CH:4][C:3]=1[F:12].[CH2:13]([NH2:15])[CH3:14].[NH:16](C(OC(C)(C)C)=O)[CH:17]([C:25](O)=O)[C:18]1[CH:23]=[CH:22][C:21]([Cl:24])=[CH:20][CH:19]=1.[NH:35]1[CH:39]=[C:38](B([O-])[O-])[CH:37]=[N:36]1. (2) Given the product [NH2:25][CH2:24][CH2:23][CH2:22][C:16]1[C:15]([C:33]2[CH:37]=[CH:36][O:35][CH:34]=2)=[CH:14][CH:13]=[C:12]([CH2:11][S:8]([C:2]2[CH:3]=[CH:4][CH:5]=[CH:6][CH:7]=2)(=[O:10])=[O:9])[C:17]=1[C:18]([O:20][CH3:21])=[O:19], predict the reactants needed to synthesize it. The reactants are: Cl.[C:2]1([S:8]([CH2:11][C:12]2[C:17]([C:18]([O:20][CH3:21])=[O:19])=[C:16]([CH2:22][CH2:23][CH2:24][NH:25]C(OC(C)(C)C)=O)[C:15]([C:33]3[CH:37]=[CH:36][O:35][CH:34]=3)=[CH:14][CH:13]=2)(=[O:10])=[O:9])[CH:7]=[CH:6][CH:5]=[CH:4][CH:3]=1.